This data is from Reaction yield outcomes from USPTO patents with 853,638 reactions. The task is: Predict the reaction yield, written as a fraction of the theoretical maximum amount of product (1.0 means a 100% yield; for example, 0.34 means a 34% yield). (1) The reactants are C[Al](C)C.[CH3:5][CH:6]([C@@H:8]1[NH:13][CH2:12][CH2:11][N:10]([C:14]2[N:19]=[CH:18][C:17]([C:20]([O:22]C)=O)=[CH:16][N:15]=2)[CH2:9]1)[CH3:7].[CH3:24][O:25][C:26]1[CH:27]=[C:28]([CH2:34][CH2:35][C:36]2[CH:37]=[C:38]([NH2:41])[NH:39][N:40]=2)[CH:29]=[C:30]([O:32][CH3:33])[CH:31]=1. The catalyst is C1(C)C=CC=CC=1. The product is [CH3:33][O:32][C:30]1[CH:29]=[C:28]([CH2:34][CH2:35][C:36]2[CH:37]=[C:38]([NH:41][C:20]([C:17]3[CH:18]=[N:19][C:14]([N:10]4[CH2:11][CH2:12][NH:13][C@@H:8]([CH:6]([CH3:5])[CH3:7])[CH2:9]4)=[N:15][CH:16]=3)=[O:22])[NH:39][N:40]=2)[CH:27]=[C:26]([O:25][CH3:24])[CH:31]=1. The yield is 0.620. (2) The reactants are C[Si](C)(C)N[Si](C)(C)C.[Li]CCCC.[CH3:15][C:16]1([CH3:24])[O:21][C:20](=[O:22])[CH:19]=[C:18]([CH3:23])[O:17]1.[F:25][C:26]([F:33])([F:32])[C:27]([O:29]CC)=[O:28].CC(O)=O. The catalyst is C1COCC1. The product is [CH3:15][C:16]1([CH3:24])[O:21][C:20](=[O:22])[CH:19]=[C:18]([CH2:23][C:27]([OH:29])([OH:28])[C:26]([F:33])([F:32])[F:25])[O:17]1. The yield is 0.870. (3) The reactants are [H-].[H-].[H-].[H-].[Li+].[Al+3].[NH2:7][C:8]1[C:13]([C:14](OCC)=[O:15])=[CH:12][N:11]=[C:10]([Cl:19])[CH:9]=1.CO.CCOC(C)=O. The catalyst is C1COCC1. The product is [NH2:7][C:8]1[CH:9]=[C:10]([Cl:19])[N:11]=[CH:12][C:13]=1[CH2:14][OH:15]. The yield is 0.650. (4) The reactants are [NH2:1][C:2]1[CH:7]=[CH:6][C:5]([OH:8])=[CH:4][CH:3]=1.CC(C)([O-])C.[K+].Cl[C:16]1[CH:21]=[CH:20][N:19]=[C:18]([C:22](=[O:32])[NH:23][CH2:24][CH2:25][N:26]2[CH2:31][CH2:30][O:29][CH2:28][CH2:27]2)[CH:17]=1.C([O-])([O-])=O.[K+].[K+]. The catalyst is CN(C=O)C. The product is [N:26]1([CH2:25][CH2:24][NH:23][C:22]([C:18]2([O:8][C:5]3[CH:6]=[CH:7][C:2]([NH2:1])=[CH:3][CH:4]=3)[CH:17]=[CH:16][CH:21]=[CH:20][NH:19]2)=[O:32])[CH2:31][CH2:30][O:29][CH2:28][CH2:27]1. The yield is 0.650. (5) The reactants are [CH3:1][O:2][C:3](=[O:13])[C:4]1[CH:9]=[C:8]([CH:10]=[O:11])[N:7]=[C:6]([Cl:12])[CH:5]=1.[CH2:14](O)[CH2:15][CH2:16][OH:17]. The product is [CH3:1][O:2][C:3](=[O:13])[C:4]1[CH:9]=[C:8]([CH:10]2[O:17][CH2:16][CH2:15][CH2:14][O:11]2)[N:7]=[C:6]([Cl:12])[CH:5]=1. The catalyst is C1COCC1. The yield is 0.880. (6) The yield is 0.970. The product is [ClH:12].[OH:1][CH:2]1[CH2:6][NH:5][C@H:4]([C:7]([O:9][CH3:14])=[O:8])[CH2:3]1. The reactants are [OH:1][CH:2]1[CH2:6][NH:5][C@H:4]([C:7]([OH:9])=[O:8])[CH2:3]1.S(Cl)([Cl:12])=O.[CH3:14]O. No catalyst specified.